Dataset: Reaction yield outcomes from USPTO patents with 853,638 reactions. Task: Predict the reaction yield, written as a fraction of the theoretical maximum amount of product (1.0 means a 100% yield; for example, 0.34 means a 34% yield). The reactants are [F:1][C:2]1[CH:7]=[CH:6][C:5]([C:8]2[O:9][C:10]3[CH:20]=[CH:19][C:18]([C:21]4[CH:26]=[C:25]([O:27]C(C)C)[CH:24]=[C:23]([C:31](=[O:37])[NH:32][CH2:33][CH:34]([CH3:36])[CH3:35])[CH:22]=4)=[CH:17][C:11]=3[C:12]=2[C:13]([NH:15][CH3:16])=[O:14])=[CH:4][CH:3]=1.ClB(Cl)Cl.CO. The catalyst is ClCCl. The product is [F:1][C:2]1[CH:3]=[CH:4][C:5]([C:8]2[O:9][C:10]3[CH:20]=[CH:19][C:18]([C:21]4[CH:22]=[C:23]([C:31](=[O:37])[NH:32][CH2:33][CH:34]([CH3:35])[CH3:36])[CH:24]=[C:25]([OH:27])[CH:26]=4)=[CH:17][C:11]=3[C:12]=2[C:13]([NH:15][CH3:16])=[O:14])=[CH:6][CH:7]=1. The yield is 1.00.